This data is from Full USPTO retrosynthesis dataset with 1.9M reactions from patents (1976-2016). The task is: Predict the reactants needed to synthesize the given product. (1) Given the product [Cl:1][C:2]1[N:3]=[C:4]([CH2:8][OH:17])[CH:5]=[CH:6][CH:7]=1, predict the reactants needed to synthesize it. The reactants are: [Cl:1][C:2]1[CH:7]=[CH:6][CH:5]=[C:4]([CH3:8])[N:3]=1.ClC1C=CC=C(C(OO)=[O:17])C=1.C(=O)([O-])O.[Na+].[OH-].[Na+]. (2) Given the product [OH:8][C:9]1[CH:14]=[CH:13][C:12]([C@H:15]2[N:18]([C:19]3[CH:20]=[CH:21][C:22]([F:25])=[CH:23][CH:24]=3)[C:17](=[O:26])[C@@H:16]2[CH2:27][CH2:28][C:29]2([C:37]3[CH:38]=[CH:39][C:40]([F:43])=[CH:41][CH:42]=3)[O:30][CH2:31][C:32]([CH3:36])([CH3:35])[CH2:33][O:34]2)=[CH:11][CH:10]=1, predict the reactants needed to synthesize it. The reactants are: C([O:8][C:9]1[CH:14]=[CH:13][C:12]([C@H:15]2[N:18]([C:19]3[CH:24]=[CH:23][C:22]([F:25])=[CH:21][CH:20]=3)[C:17](=[O:26])[C@@H:16]2[CH2:27][CH2:28][C:29]2([C:37]3[CH:42]=[CH:41][C:40]([F:43])=[CH:39][CH:38]=3)[O:34][CH2:33][C:32]([CH3:36])([CH3:35])[CH2:31][O:30]2)=[CH:11][CH:10]=1)C1C=CC=CC=1. (3) Given the product [C:1]([O:5][C:6]([N:8]1[CH2:12][CH2:11][C@H:10]([O:13][C:14]2[C:15]3[CH2:23][N:22]([C:25]4[CH:30]=[N:29][C:28]([O:31][CH3:32])=[C:27]([O:33][CH3:34])[CH:26]=4)[CH2:21][CH2:20][C:16]=3[N:17]=[CH:18][N:19]=2)[CH2:9]1)=[O:7])([CH3:4])([CH3:2])[CH3:3], predict the reactants needed to synthesize it. The reactants are: [C:1]([O:5][C:6]([N:8]1[CH2:12][CH2:11][C@H:10]([O:13][C:14]2[C:15]3[CH2:23][NH:22][CH2:21][CH2:20][C:16]=3[N:17]=[CH:18][N:19]=2)[CH2:9]1)=[O:7])([CH3:4])([CH3:3])[CH3:2].Br[C:25]1[CH:26]=[C:27]([O:33][CH3:34])[C:28]([O:31][CH3:32])=[N:29][CH:30]=1.CC(C)([O-])C.[Na+]. (4) Given the product [F:25][C:2]([F:1])([F:24])[C:3]([N:5]1[CH2:11][CH2:10][C:9]2[CH:12]=[C:13]([CH2:16][CH2:17][CH2:18][CH2:19][CH2:20][CH2:21][CH2:22][CH3:23])[CH:14]=[CH:15][C:8]=2[CH2:7][CH2:6]1)=[O:4], predict the reactants needed to synthesize it. The reactants are: [F:1][C:2]([F:25])([F:24])[C:3]([N:5]1[CH2:11][CH2:10][C:9]2[CH:12]=[C:13]([C:16]#[C:17][CH2:18][CH2:19][CH2:20][CH2:21][CH2:22][CH3:23])[CH:14]=[CH:15][C:8]=2[CH2:7][CH2:6]1)=[O:4].C(C1C=C2C(=CC=1)NC=C2)#CCCCCCC. (5) Given the product [CH3:1][N:2]([CH3:31])[CH2:3][C:4]([NH:6][C:7]1[CH:8]=[C:9]([C:13]2[C:21]3[C:16](=[CH:17][CH:18]=[C:19]([C:22]([NH2:24])=[O:23])[CH:20]=3)[NH:15][N:14]=2)[CH:10]=[CH:11][CH:12]=1)=[O:5], predict the reactants needed to synthesize it. The reactants are: [CH3:1][N:2]([CH3:31])[CH2:3][C:4]([NH:6][C:7]1[CH:8]=[C:9]([C:13]2[C:21]3[C:16](=[CH:17][CH:18]=[C:19]([C:22]([NH2:24])=[O:23])[CH:20]=3)[N:15](C3CCCCO3)[N:14]=2)[CH:10]=[CH:11][CH:12]=1)=[O:5].